Dataset: Reaction yield outcomes from USPTO patents with 853,638 reactions. Task: Predict the reaction yield, written as a fraction of the theoretical maximum amount of product (1.0 means a 100% yield; for example, 0.34 means a 34% yield). (1) The catalyst is ClCCl. The reactants are [C:1]([C:3]1[N:4]=[CH:5][C:6]([NH:9][C:10]2[CH:15]=[C:14]([O:16][CH2:17][CH:18]3[CH2:23][CH2:22][N:21](C(OC(C)(C)C)=O)[CH2:20][CH2:19]3)[C:13]([NH:31][C:32](=[O:37])[CH2:33][N:34]([CH3:36])[CH3:35])=[CH:12][N:11]=2)=[N:7][CH:8]=1)#[N:2].FC(F)(F)C(O)=O. The product is [C:1]([C:3]1[N:4]=[CH:5][C:6]([NH:9][C:10]2[N:11]=[CH:12][C:13]([NH:31][C:32](=[O:37])[CH2:33][N:34]([CH3:35])[CH3:36])=[C:14]([O:16][CH2:17][CH:18]3[CH2:19][CH2:20][NH:21][CH2:22][CH2:23]3)[CH:15]=2)=[N:7][CH:8]=1)#[N:2]. The yield is 0.720. (2) The reactants are [O:1]=[C:2]1[NH:6][C:5]2[CH:7]=[CH:8][CH:9]=[C:10]([C:11]([O:13]C)=O)[C:4]=2[NH:3]1.[CH2:15]([Mg]Br)[CH3:16].[CH2:19](OCC)[CH3:20].Cl. The catalyst is O1CCCC1. The product is [CH2:19]([C:11]([C:10]1[C:4]2[NH:3][C:2](=[O:1])[NH:6][C:5]=2[CH:7]=[CH:8][CH:9]=1)([OH:13])[CH2:15][CH3:16])[CH3:20]. The yield is 0.748. (3) The reactants are [N+:1]([C:4]1[CH:9]=[CH:8][CH:7]=[CH:6][C:5]=1[S:10]([NH:13][C@@H:14]([CH2:19][CH:20]=[CH2:21])[C:15]([O:17][CH3:18])=[O:16])(=[O:12])=[O:11])([O-:3])=[O:2].[CH2:22]=[C:23]([CH2:27][CH2:28][CH3:29])[CH2:24][CH2:25]O.C1(P(C2C=CC=CC=2)C2C=CC=CC=2)C=CC=CC=1.N(C(OC(C)C)=O)=NC(OC(C)C)=O. The catalyst is O1CCCC1. The product is [CH2:22]=[C:23]([CH2:27][CH2:28][CH3:29])[CH2:24][CH2:25][N:13]([C@@H:14]([CH2:19][CH:20]=[CH2:21])[C:15]([O:17][CH3:18])=[O:16])[S:10]([C:5]1[CH:6]=[CH:7][CH:8]=[CH:9][C:4]=1[N+:1]([O-:3])=[O:2])(=[O:12])=[O:11]. The yield is 0.820. (4) The reactants are C(OC([N:8]([C:13]1[CH:18]=[CH:17][C:16]([CH2:19][CH2:20][C:21]([O:23][C@H:24]([C:35]2[CH:40]=[CH:39][C:38]([O:41][CH:42]([F:44])[F:43])=[C:37]([O:45][CH2:46][CH:47]3[CH2:49][CH2:48]3)[CH:36]=2)[CH2:25][C:26]2[C:31]([Cl:32])=[CH:30][N+:29]([O-:33])=[CH:28][C:27]=2[Cl:34])=[O:22])=[CH:15][CH:14]=1)[S:9]([CH3:12])(=[O:11])=[O:10])=O)(C)(C)C.Cl.O1CCOCC1. The catalyst is C(Cl)Cl. The product is [Cl:34][C:27]1[CH:28]=[N+:29]([O-:33])[CH:30]=[C:31]([Cl:32])[C:26]=1[CH2:25][C@@H:24]([C:35]1[CH:40]=[CH:39][C:38]([O:41][CH:42]([F:43])[F:44])=[C:37]([O:45][CH2:46][CH:47]2[CH2:48][CH2:49]2)[CH:36]=1)[O:23][C:21](=[O:22])[CH2:20][CH2:19][C:16]1[CH:15]=[CH:14][C:13]([NH:8][S:9]([CH3:12])(=[O:11])=[O:10])=[CH:18][CH:17]=1. The yield is 0.620. (5) The reactants are F[C:2]1[CH:7]=[CH:6][C:5]([N+:8]([O-:10])=[O:9])=[CH:4][CH:3]=1.C(=O)([O-])[O-].[K+].[K+].[NH:17]1[CH2:22][CH2:21][NH:20][CH2:19][C:18]1=[O:23]. The catalyst is CN(C)C=O.C(Cl)(Cl)Cl. The product is [N+:8]([C:5]1[CH:6]=[CH:7][C:2]([N:20]2[CH2:21][CH2:22][NH:17][C:18](=[O:23])[CH2:19]2)=[CH:3][CH:4]=1)([O-:10])=[O:9]. The yield is 0.430. (6) The reactants are [OH:1][C@@H:2]([CH2:18][N:19]1[CH2:24][CH2:23][O:22][CH2:21][CH2:20]1)[CH2:3][N:4]1[CH2:10][CH2:9][CH2:8][C:7]2[NH:11][C:12]([CH:15]=O)=[C:13]([CH3:14])[C:6]=2[C:5]1=[O:17].[Br:25][C:26]1[CH:27]=[C:28]([F:36])[CH:29]=[C:30]2[C:34]=1[NH:33][C:32](=[O:35])[CH2:31]2.N1CCCCC1. The catalyst is C(O)C. The product is [Br:25][C:26]1[CH:27]=[C:28]([F:36])[CH:29]=[C:30]2[C:34]=1[NH:33][C:32](=[O:35])/[C:31]/2=[CH:15]\[C:12]1[NH:11][C:7]2[CH2:8][CH2:9][CH2:10][N:4]([CH2:3][C@@H:2]([OH:1])[CH2:18][N:19]3[CH2:24][CH2:23][O:22][CH2:21][CH2:20]3)[C:5](=[O:17])[C:6]=2[C:13]=1[CH3:14]. The yield is 0.738. (7) The reactants are C(Cl)(=O)C(Cl)=O.CS(C)=O.[CH:11]([N:24]1[CH2:27][CH:26]([OH:28])[CH2:25]1)([C:18]1[CH:23]=[CH:22][CH:21]=[CH:20][CH:19]=1)[C:12]1[CH:17]=[CH:16][CH:15]=[CH:14][CH:13]=1.C(N(CC)CC)C. The catalyst is C(Cl)Cl.O. The product is [CH:11]([N:24]1[CH2:27][C:26](=[O:28])[CH2:25]1)([C:18]1[CH:23]=[CH:22][CH:21]=[CH:20][CH:19]=1)[C:12]1[CH:13]=[CH:14][CH:15]=[CH:16][CH:17]=1. The yield is 0.750. (8) The product is [Cl:44][CH2:45][C:46]1[N:9]2[C:10]3[CH:11]=[CH:12][CH:13]=[C:14]([F:17])[C:15]=3[CH:16]=[C:8]2[C:7]2[N:6]=[C:5]([C:18]3[C:19]([N:38]([CH3:43])[S:39]([CH3:42])(=[O:41])=[O:40])=[CH:20][C:21]4[O:25][C:24]([C:26]5[CH:27]=[CH:28][C:29]([F:32])=[CH:30][CH:31]=5)=[C:23]([C:33]([NH:35][CH3:36])=[O:34])[C:22]=4[CH:37]=3)[CH:4]=[CH:3][C:2]=2[N:1]=1. The reactants are [NH2:1][C:2]1[CH:3]=[CH:4][C:5]([C:18]2[C:19]([N:38]([CH3:43])[S:39]([CH3:42])(=[O:41])=[O:40])=[CH:20][C:21]3[O:25][C:24]([C:26]4[CH:31]=[CH:30][C:29]([F:32])=[CH:28][CH:27]=4)=[C:23]([C:33]([NH:35][CH3:36])=[O:34])[C:22]=3[CH:37]=2)=[N:6][C:7]=1[C:8]1[NH:9][C:10]2[C:15]([CH:16]=1)=[C:14]([F:17])[CH:13]=[CH:12][CH:11]=2.[Cl:44][CH2:45][C:46](OC)(OC)OC.C(O)(C(F)(F)F)=O. The catalyst is O1CCOCC1. The yield is 0.510.